Predict the product of the given reaction. From a dataset of Forward reaction prediction with 1.9M reactions from USPTO patents (1976-2016). (1) The product is: [C:10]1([CH2:16][N:17]2[CH2:21][CH:20]=[C:19]([C:2]3[N:7]=[CH:6][CH:5]=[CH:4][N:3]=3)[CH2:18]2)[CH:15]=[CH:14][CH:13]=[CH:12][CH:11]=1. Given the reactants Br[C:2]1[N:7]=[CH:6][CH:5]=[CH:4][N:3]=1.[F-].[Cs+].[C:10]1([CH2:16][N:17]2[CH2:21][CH:20]=[C:19](B3OC(C)(C)C(C)(C)O3)[CH2:18]2)[CH:15]=[CH:14][CH:13]=[CH:12][CH:11]=1, predict the reaction product. (2) Given the reactants [N:1]1[CH:6]=[CH:5][C:4]([N:7]2[CH:11]=[N:10][N:9]=[C:8]2[C:12]2[CH:17]=[CH:16][C:15]([OH:18])=[CH:14][CH:13]=2)=[CH:3][CH:2]=1.C(=O)([O-])[O-].[Cs+].[Cs+].Cl[CH2:26][C:27]1[CH:36]=[CH:35][C:34]2[C:29](=[CH:30][CH:31]=[CH:32][CH:33]=2)[N:28]=1.O, predict the reaction product. The product is: [N:1]1[CH:2]=[CH:3][C:4]([N:7]2[CH:11]=[N:10][N:9]=[C:8]2[C:12]2[CH:17]=[CH:16][C:15]([O:18][CH2:26][C:27]3[CH:36]=[CH:35][C:34]4[C:29](=[CH:30][CH:31]=[CH:32][CH:33]=4)[N:28]=3)=[CH:14][CH:13]=2)=[CH:5][CH:6]=1.